This data is from Forward reaction prediction with 1.9M reactions from USPTO patents (1976-2016). The task is: Predict the product of the given reaction. (1) Given the reactants [NH2:1][C@@H:2]1[C:11]2[C:6](=[CH:7][CH:8]=[CH:9][CH:10]=2)[C@H:5]([OH:12])[CH2:4][CH2:3]1.[H-].[Na+].F[C:16]1[CH:17]=[CH:18][C:19]2[N:20]([C:22]([N:25]([CH3:31])[CH2:26][CH2:27][N:28]([CH3:30])[CH3:29])=[N:23][N:24]=2)[CH:21]=1.N, predict the reaction product. The product is: [NH2:1][C@@H:2]1[C:11]2[C:6](=[CH:7][CH:8]=[CH:9][CH:10]=2)[C@H:5]([O:12][C:16]2[CH:17]=[CH:18][C:19]3[N:20]([C:22]([N:25]([CH3:31])[CH2:26][CH2:27][N:28]([CH3:30])[CH3:29])=[N:23][N:24]=3)[CH:21]=2)[CH2:4][CH2:3]1. (2) Given the reactants Br[C:2]1[CH:7]=[CH:6][C:5]([CH3:8])=[CH:4][CH:3]=1.Cl[C:10]1[C:15]2[N:16]=[CH:17][S:18][C:14]=2[CH:13]=[CH:12][CH:11]=1, predict the reaction product. The product is: [C:5]1([CH3:8])[CH:6]=[CH:7][C:2]([C:10]2[C:15]3[N:16]=[CH:17][S:18][C:14]=3[CH:13]=[CH:12][CH:11]=2)=[CH:3][CH:4]=1. (3) Given the reactants [CH3:1][C:2]1[NH:6][C:5]2[CH:7]=[C:8]([O:12][CH2:13][CH2:14][C:15]([CH3:22])([CH3:21])[C:16]([O:18][CH2:19][CH3:20])=[O:17])[CH:9]=[C:10]([CH3:11])[C:4]=2[N:3]=1.C([O-])([O-])=O.[K+].[K+].CN(C=O)C.[Cl:34][C:35]1[CH:40]=[C:39]([Cl:41])[CH:38]=[CH:37][C:36]=1[CH2:42]Cl, predict the reaction product. The product is: [Cl:34][C:35]1[CH:40]=[C:39]([Cl:41])[CH:38]=[CH:37][C:36]=1[CH2:42][N:6]1[C:5]2[CH:7]=[C:8]([O:12][CH2:13][CH2:14][C:15]([CH3:21])([CH3:22])[C:16]([O:18][CH2:19][CH3:20])=[O:17])[CH:9]=[C:10]([CH3:11])[C:4]=2[N:3]=[C:2]1[CH3:1]. (4) Given the reactants [N+:1]([C:4]1[CH:9]=[CH:8][C:7]([NH:10][CH2:11][CH2:12][CH:13]([OH:26])[CH2:14][CH2:15][NH:16][C:17]2[CH:22]=[CH:21][C:20]([N+:23]([O-])=O)=[CH:19][CH:18]=2)=[CH:6][CH:5]=1)([O-])=O, predict the reaction product. The product is: [NH2:23][C:20]1[CH:21]=[CH:22][C:17]([NH:16][CH2:15][CH2:14][CH:13]([OH:26])[CH2:12][CH2:11][NH:10][C:7]2[CH:6]=[CH:5][C:4]([NH2:1])=[CH:9][CH:8]=2)=[CH:18][CH:19]=1. (5) Given the reactants [H-].[Na+].[C:3](=[O:10])([O:7][CH2:8][CH3:9])OCC.[Br:11][C:12]1[CH:13]=[C:14]2[C:19](=[CH:20][CH:21]=1)[CH2:18][C:17](=[O:22])[CH2:16][CH2:15]2.C(O)(=O)C, predict the reaction product. The product is: [Br:11][C:12]1[CH:13]=[C:14]2[C:19](=[CH:20][CH:21]=1)[CH:18]([C:3]([O:7][CH2:8][CH3:9])=[O:10])[C:17](=[O:22])[CH2:16][CH2:15]2. (6) Given the reactants O[CH2:2][CH2:3][NH:4][C:5]([C:7]1[N:8]=[CH:9][N:10]([C:12]2[CH:17]=[CH:16][CH:15]=[C:14]([Br:18])[CH:13]=2)[CH:11]=1)=[O:6].C(N(CC)CC)C.C1(C)C=CC(S(O)(=O)=O)=CC=1, predict the reaction product. The product is: [Br:18][C:14]1[CH:13]=[C:12]([N:10]2[CH:11]=[C:7]([C:5]3[O:6][CH2:2][CH2:3][N:4]=3)[N:8]=[CH:9]2)[CH:17]=[CH:16][CH:15]=1.